Dataset: Catalyst prediction with 721,799 reactions and 888 catalyst types from USPTO. Task: Predict which catalyst facilitates the given reaction. (1) Reactant: [CH3:1][C:2]1[C:3]([CH2:8][N:9]([CH2:16][C:17]2[C:22]([CH3:23])=[CH:21][CH:20]=[CH:19][N:18]=2)[CH:10]2[CH2:15][CH2:14][NH:13][CH2:12][CH2:11]2)=[N:4][CH:5]=[CH:6][CH:7]=1.[BH3-]C#N.[Na+].[NH:28]1[CH:32]=[CH:31][N:30]=[C:29]1[CH:33]=O. Product: [NH:28]1[CH:32]=[CH:31][N:30]=[C:29]1[CH2:33][N:13]1[CH2:14][CH2:15][CH:10]([N:9]([CH2:16][C:17]2[C:22]([CH3:23])=[CH:21][CH:20]=[CH:19][N:18]=2)[CH2:8][C:3]2[C:2]([CH3:1])=[CH:7][CH:6]=[CH:5][N:4]=2)[CH2:11][CH2:12]1. The catalyst class is: 5. (2) Reactant: [CH2:1]([O:3][C:4](=[O:19])[C:5]1[CH:10]=[CH:9][CH:8]=[C:7]([O:11][C:12]2[CH:13]=[N:14][C:15]([OH:18])=[CH:16][CH:17]=2)[CH:6]=1)[CH3:2].[Cl:20][C:21]1[CH:26]=[CH:25][CH:24]=[C:23]([Cl:27])[C:22]=1[C:28]1[C:32]([CH2:33]O)=[C:31]([CH:35]([CH3:37])[CH3:36])[O:30][N:29]=1.C1(P(C2C=CC=CC=2)C2C=CC=CC=2)C=CC=CC=1. Product: [CH2:1]([O:3][C:4](=[O:19])[C:5]1[CH:10]=[CH:9][CH:8]=[C:7]([O:11][C:12]2[CH:13]=[N:14][C:15]([O:18][CH2:33][C:32]3[C:28]([C:22]4[C:21]([Cl:20])=[CH:26][CH:25]=[CH:24][C:23]=4[Cl:27])=[N:29][O:30][C:31]=3[CH:35]([CH3:37])[CH3:36])=[CH:16][CH:17]=2)[CH:6]=1)[CH3:2]. The catalyst class is: 48. (3) Reactant: [NH2:1][C:2]1[CH:7]=[N:6][CH:5]=[CH:4][N:3]=1.[N+:8]([C:10]1[CH:19]=[CH:18][C:13]2[O:14][CH2:15][CH2:16][O:17][C:12]=2[CH:11]=1)#[C-:9].[F:20][C:21]1[CH:26]=[CH:25][CH:24]=[C:23]([CH:27]=O)[N:22]=1.[Cl-].[In+3].[Cl-].[Cl-]. Product: [O:14]1[CH2:15][CH2:16][O:17][C:12]2[CH:11]=[C:10]([NH:8][C:9]3[N:3]4[CH:4]=[CH:5][N:6]=[CH:7][C:2]4=[N:1][C:27]=3[C:23]3[CH:24]=[CH:25][CH:26]=[C:21]([F:20])[N:22]=3)[CH:19]=[CH:18][C:13]1=2. The catalyst class is: 11. (4) Reactant: [F:1][C:2]1[CH:3]=[C:4]([CH:8]2[O:13][CH:12](O)[CH:11]([CH2:15][CH2:16][CH3:17])[CH2:10][CH2:9]2)[CH:5]=[CH:6][CH:7]=1.O=P12OP3(OP(OP(O3)(O1)=O)(=O)O2)=O.C(=O)(O)[O-].[Na+]. Product: [F:1][C:2]1[CH:3]=[C:4]([CH:8]2[CH2:9][CH2:10][C:11]([CH2:15][CH2:16][CH3:17])=[CH:12][O:13]2)[CH:5]=[CH:6][CH:7]=1. The catalyst class is: 11.